This data is from Forward reaction prediction with 1.9M reactions from USPTO patents (1976-2016). The task is: Predict the product of the given reaction. The product is: [F:1][C:2]1[CH:7]=[CH:6][C:5]([C:8]([C:9](=[C:14]([O:18][CH3:20])[CH:15]([CH3:17])[CH3:16])[C:10]([O:12][CH3:13])=[O:11])=[O:19])=[CH:4][CH:3]=1. Given the reactants [F:1][C:2]1[CH:7]=[CH:6][C:5]([C:8]([OH:19])=[C:9]([C:14](=[O:18])[CH:15]([CH3:17])[CH3:16])[C:10]([O:12][CH3:13])=[O:11])=[CH:4][CH:3]=1.[C:20](=O)([O-])[O-].[Na+].[Na+].S([O-])(OC)(=O)=O, predict the reaction product.